This data is from Reaction yield outcomes from USPTO patents with 853,638 reactions. The task is: Predict the reaction yield, written as a fraction of the theoretical maximum amount of product (1.0 means a 100% yield; for example, 0.34 means a 34% yield). The reactants are [CH:1]([C:4]1[N:8]=[C:7]([N:9]2[CH2:14][CH2:13][CH:12]([OH:15])[CH2:11][CH2:10]2)[O:6][N:5]=1)([CH3:3])[CH3:2].[Cl:16][C:17]1[C:22]([CH3:23])=[C:21](Cl)[N:20]=[CH:19][N:18]=1. The catalyst is C1COCC1.CC(C)([O-])C.[K+]. The product is [Cl:16][C:17]1[C:22]([CH3:23])=[C:21]([O:15][CH:12]2[CH2:11][CH2:10][N:9]([C:7]3[O:6][N:5]=[C:4]([CH:1]([CH3:3])[CH3:2])[N:8]=3)[CH2:14][CH2:13]2)[N:20]=[CH:19][N:18]=1. The yield is 0.710.